This data is from Full USPTO retrosynthesis dataset with 1.9M reactions from patents (1976-2016). The task is: Predict the reactants needed to synthesize the given product. (1) Given the product [Cl:1][C:2]1[CH:11]=[C:10]([Cl:12])[C:9]2[C:4](=[CH:5][CH:6]=[CH:7][C:8]=2[O:29][CH3:30])[N:3]=1, predict the reactants needed to synthesize it. The reactants are: [Cl:1][C:2]1[CH:11]=[C:10]([Cl:12])[C:9]2[C:4](=[CH:5][C:6](OC)=[CH:7][CH:8]=2)[N:3]=1.N1CCCC1.CCN(C(C)C)C(C)C.[O:29]1CCOC[CH2:30]1. (2) Given the product [Br:38][CH2:39][CH2:40][CH2:41][N:10]1[C:11]2[CH:16]=[CH:15][CH:14]=[CH:13][C:12]=2[N:8]([C:4]2[CH:5]=[CH:6][CH:7]=[C:2]([CH3:1])[CH:3]=2)[S:9]1(=[O:18])=[O:17], predict the reactants needed to synthesize it. The reactants are: [CH3:1][C:2]1[CH:3]=[C:4]([N:8]2[C:12]3[CH:13]=[CH:14][CH:15]=[CH:16][C:11]=3[NH:10][S:9]2(=[O:18])=[O:17])[CH:5]=[CH:6][CH:7]=1.C1(P(C2C=CC=CC=2)C2C=CC=CC=2)C=CC=CC=1.[Br:38][CH2:39][CH2:40][CH2:41]O.CC(OC(/N=N/C(OC(C)C)=O)=O)C. (3) Given the product [C:36]1([P:29]([C:30]2[CH:31]=[CH:32][CH:33]=[CH:34][CH:35]=2)[C:5]2[C-:4]([N:2]([CH3:3])[CH3:1])[CH:8]=[CH:7][CH:6]=2)[CH:37]=[CH:38][CH:39]=[CH:40][CH:41]=1.[CH-:9]1[CH:13]=[CH:12][CH:11]=[CH:10]1.[Fe+2:14], predict the reactants needed to synthesize it. The reactants are: [CH3:1][N:2]([C-:4]1[CH:8]=[CH:7][CH:6]=[CH:5]1)[CH3:3].[CH-:9]1[CH:13]=[CH:12][CH:11]=[CH:10]1.[Fe+2:14].B(F)(F)F.CCOCC.[Li]CCCC.[P:29](Cl)([C:36]1[CH:41]=[CH:40][CH:39]=[CH:38][CH:37]=1)[C:30]1[CH:35]=[CH:34][CH:33]=[CH:32][CH:31]=1.